This data is from Forward reaction prediction with 1.9M reactions from USPTO patents (1976-2016). The task is: Predict the product of the given reaction. (1) The product is: [NH:19]1[C:20]2[CH:26]=[CH:25][CH:24]=[CH:23][C:21]=2[N:22]=[C:18]1[CH2:17][N:4]1[CH2:5][C:6]2[CH:11]=[CH:10][C:9]([C:12]([O:14][CH3:15])=[O:13])=[CH:8][C:7]=2[O:1][CH2:2][CH2:3]1. Given the reactants [O:1]1[C:7]2[CH:8]=[C:9]([C:12]([O:14][CH3:15])=[O:13])[CH:10]=[CH:11][C:6]=2[CH2:5][NH:4][CH2:3][CH2:2]1.Cl[CH2:17][C:18]1[NH:22][C:21]2[CH:23]=[CH:24][CH:25]=[CH:26][C:20]=2[N:19]=1.C([O-])([O-])=O.[K+].[K+], predict the reaction product. (2) Given the reactants O=[C:2]1[CH2:7][O:6][CH2:5][C:4]([O-:8])=[CH:3]1.[Na+].[CH2:10]([NH:14][C:15]([NH2:17])=[S:16])[CH2:11][CH2:12][CH3:13].CS(C)=O.[Cl:22][C:23]1[CH:24]=[CH:25][C:26]([O:32][CH3:33])=[C:27]([CH:31]=1)[C:28](O)=[O:29].CCN=C=NCCCN(C)C.Cl.ON1C2C=CC=CC=2N=N1.C(N(CC)CC)C, predict the reaction product. The product is: [CH2:10]([N:14]1[C:2]2[CH2:7][O:6][CH2:5][C:4](=[O:8])[C:3]=2[S:16]/[C:15]/1=[N:17]\[C:28](=[O:29])[C:27]1[CH:31]=[C:23]([Cl:22])[CH:24]=[CH:25][C:26]=1[O:32][CH3:33])[CH2:11][CH2:12][CH3:13]. (3) Given the reactants C(C(O[NH2:13])C(O)=O)(OC(C)(C)C)=[O:2].[C:14]([OH:20])([C:16]([F:19])([F:18])[F:17])=[O:15].[CH2:21]1[CH2:25]OCC1.O, predict the reaction product. The product is: [C:14]([OH:20])([C:16]([F:19])([F:18])[F:17])=[O:15].[OH2:2].[C:25](#[N:13])[CH3:21]. (4) The product is: [OH:13][C:12]1[C:3]([CH2:2][S:21]([C:15]2[CH:20]=[CH:19][CH:18]=[CH:17][CH:16]=2)(=[O:23])=[O:22])=[C:4]2[C:9](=[CH:10][CH:11]=1)[C:8](=[O:14])[CH2:7][CH2:6][CH2:5]2. Given the reactants Cl[CH2:2][C:3]1[C:12]([OH:13])=[CH:11][CH:10]=[C:9]2[C:4]=1[CH2:5][CH2:6][CH2:7][C:8]2=[O:14].[C:15]1([S:21]([O-:23])=[O:22])[CH:20]=[CH:19][CH:18]=[CH:17][CH:16]=1.[Na+], predict the reaction product. (5) Given the reactants [CH3:1][O:2][C:3]1[CH:4]=[C:5]([N:9]2[CH2:14][CH2:13][NH:12][CH2:11][CH2:10]2)[CH:6]=[CH:7][CH:8]=1.[C:15]1([C:23]2[CH:28]=[CH:27][CH:26]=[CH:25][CH:24]=2)[CH:20]=[CH:19][CH:18]=[C:17]([CH:21]=O)[CH:16]=1.[BH-](OC(C)=O)(OC(C)=O)OC(C)=O.[Na+].C1(C2C=CC=CC=2)C=CC=CC=1CN1CCN(C2C=CC=CC=2)CC1, predict the reaction product. The product is: [C:15]1([C:23]2[CH:24]=[CH:25][CH:26]=[CH:27][CH:28]=2)[CH:20]=[CH:19][CH:18]=[C:17]([CH2:21][N:12]2[CH2:13][CH2:14][N:9]([C:5]3[CH:6]=[CH:7][CH:8]=[C:3]([O:2][CH3:1])[CH:4]=3)[CH2:10][CH2:11]2)[CH:16]=1. (6) Given the reactants Cl[C:2]1[CH:3]=[CH:4][C:5]2[NH:10][C:9](=[O:11])[C:8]([C:12]3[CH:17]=[CH:16][CH:15]=[CH:14][CH:13]=3)=[N:7][C:6]=2[N:18]=1.S([O:24][CH3:25])(OC)(=O)=O.O, predict the reaction product. The product is: [CH3:2][N:18]1[C:6]2[N:7]=[C:8]([C:12]3[CH:17]=[CH:16][CH:15]=[CH:14][CH:13]=3)[C:9](=[O:11])[NH:10][C:5]=2[CH:4]=[CH:3][C:25]1=[O:24]. (7) Given the reactants [Cl:1][C:2]1[CH:7]=[CH:6][C:5]([C:8]2[N:13]=[C:12]([C:14](O)=[O:15])[CH:11]=[C:10]([Cl:17])[C:9]=2[Cl:18])=[C:4]([F:19])[C:3]=1[O:20][CH3:21].S(Cl)([Cl:24])=O.C1(C)C=CC=CC=1, predict the reaction product. The product is: [Cl:17][C:10]1[C:9]([Cl:18])=[C:8]([C:5]2[CH:6]=[CH:7][C:2]([Cl:1])=[C:3]([O:20][CH3:21])[C:4]=2[F:19])[N:13]=[C:12]([C:14]([Cl:24])=[O:15])[CH:11]=1. (8) Given the reactants COC1C=CC(C[N:10]2[C:14]3[N:15]=[C:16]([N:26]4[CH2:31][CH2:30][O:29][CH2:28][CH2:27]4)[N:17]=[C:18]([N:19]4[CH2:23][CH2:22][C@@:21]([CH3:25])([OH:24])[CH2:20]4)[C:13]=3[N:12]=[N:11]2)=CC=1, predict the reaction product. The product is: [CH3:25][C@@:21]1([OH:24])[CH2:22][CH2:23][N:19]([C:18]2[C:13]3[N:12]=[N:11][NH:10][C:14]=3[N:15]=[C:16]([N:26]3[CH2:31][CH2:30][O:29][CH2:28][CH2:27]3)[N:17]=2)[CH2:20]1. (9) Given the reactants [H-].[Na+].[CH2:3]([NH:6][C:7](=[O:16])[O:8][CH2:9][C:10]1[CH:15]=[CH:14][CH:13]=[CH:12][CH:11]=1)[CH:4]=[CH2:5].Br[CH2:18][CH2:19][CH2:20][CH:21]=[CH2:22].C(Cl)Cl, predict the reaction product. The product is: [CH2:20]([CH:21]=[CH:22][CH2:5][CH2:4][CH2:3][NH:6][C:7](=[O:16])[O:8][CH2:9][C:10]1[CH:11]=[CH:12][CH:13]=[CH:14][CH:15]=1)[CH:19]=[CH2:18]. (10) Given the reactants Cl.Cl.[NH2:3][CH2:4][CH2:5][CH2:6][CH2:7][CH2:8][CH2:9][CH2:10][N:11]1[CH2:16][CH2:15][CH:14]([C:17]2[C:25]3[C:20](=[CH:21][CH:22]=[C:23]([OH:26])[CH:24]=3)[NH:19][CH:18]=2)[CH2:13][CH2:12]1.[C:27](OC(=O)C)(=[O:29])[CH3:28].CCOC(C)=O, predict the reaction product. The product is: [C:27]([CH:4]([NH2:3])[CH2:5][CH2:6][CH2:7][CH2:8][CH2:9][CH2:10][N:11]1[CH2:16][CH2:15][CH:14]([C:17]2[C:25]3[C:20](=[CH:21][CH:22]=[C:23]([OH:26])[CH:24]=3)[NH:19][CH:18]=2)[CH2:13][CH2:12]1)(=[O:29])[CH3:28].